From a dataset of Full USPTO retrosynthesis dataset with 1.9M reactions from patents (1976-2016). Predict the reactants needed to synthesize the given product. Given the product [CH3:13][C:14]1[CH:20]=[CH:19][C:18]([N+:21]([O-:23])=[O:22])=[CH:17][C:15]=1[NH:16][C:31](=[O:32])[CH:29]=[CH:30][C:7]1[CH:6]=[CH:5][CH:4]=[CH:3][N:2]=1, predict the reactants needed to synthesize it. The reactants are: Cl.[N:2]1[CH:7]=[CH:6][CH:5]=[C:4](C=CC(Cl)=O)[CH:3]=1.[CH3:13][C:14]1[CH:20]=[CH:19][C:18]([N+:21]([O-:23])=[O:22])=[CH:17][C:15]=1[NH2:16].C(N([CH2:29][CH3:30])CC)C.[C:31](=O)([O-])[O-:32].[K+].[K+].